From a dataset of Reaction yield outcomes from USPTO patents with 853,638 reactions. Predict the reaction yield, written as a fraction of the theoretical maximum amount of product (1.0 means a 100% yield; for example, 0.34 means a 34% yield). (1) The reactants are [NH:1]1[CH2:6][CH2:5][O:4][CH2:3][CH2:2]1.Cl[CH2:8][C@@H:9]1[O:11][CH2:10]1.CC(C)([O-])C.[K+].O1CCCC1. The catalyst is C(O)(C)(C)C. The product is [O:11]1[CH2:10][CH:9]1[CH2:8][N:1]1[CH2:6][CH2:5][O:4][CH2:3][CH2:2]1. The yield is 0.888. (2) The reactants are [CH:1]1([CH2:7][NH:8][C:9]2[CH:14]=[CH:13][C:12]([NH:15][S:16]([C:19]3[CH:24]=[CH:23][CH:22]=[CH:21][CH:20]=3)(=[O:18])=[O:17])=[CH:11][C:10]=2[N+:25]([O-])=O)[CH2:6][CH2:5][CH2:4][CH2:3][CH2:2]1. The catalyst is C(OCC)(=O)C.[Pd]. The product is [NH2:25][C:10]1[CH:11]=[C:12]([NH:15][S:16]([C:19]2[CH:20]=[CH:21][CH:22]=[CH:23][CH:24]=2)(=[O:18])=[O:17])[CH:13]=[CH:14][C:9]=1[NH:8][CH2:7][CH:1]1[CH2:2][CH2:3][CH2:4][CH2:5][CH2:6]1. The yield is 1.00. (3) The reactants are [CH2:1]([N:8]1[C:16]2[C:11](=[CH:12][CH:13]=[CH:14][CH:15]=2)[CH:10]=[C:9]1[CH2:17][OH:18])[C:2]1[CH:7]=[CH:6][CH:5]=[CH:4][CH:3]=1. The catalyst is [O-2].[O-2].[Mn+4]. The product is [CH2:1]([N:8]1[C:16]2[C:11](=[CH:12][CH:13]=[CH:14][CH:15]=2)[CH:10]=[C:9]1[CH:17]=[O:18])[C:2]1[CH:3]=[CH:4][CH:5]=[CH:6][CH:7]=1. The yield is 0.420. (4) The reactants are [CH3:1][N:2]([CH3:13])[C:3]1[CH:11]=[C:7]([C:8]([OH:10])=O)[C:6]([OH:12])=[CH:5][CH:4]=1.[F:14][C:15]([F:28])([F:27])[C:16]1[CH:17]=[C:18]([CH:20]=[C:21]([C:23]([F:26])([F:25])[F:24])[CH:22]=1)[NH2:19]. No catalyst specified. The product is [F:14][C:15]([F:27])([F:28])[C:16]1[CH:17]=[C:18]([NH:19][C:8](=[O:10])[C:7]2[CH:11]=[C:3]([N:2]([CH3:1])[CH3:13])[CH:4]=[CH:5][C:6]=2[OH:12])[CH:20]=[C:21]([C:23]([F:24])([F:26])[F:25])[CH:22]=1. The yield is 0.288. (5) The catalyst is C(Cl)Cl.CO. The reactants are [F:1][C:2]1[C:7]([F:8])=[CH:6][CH:5]=[CH:4][C:3]=1[C@@:9]([NH2:17])([CH2:11][CH:12](OC)OC)[CH3:10].C([N:26]=[C:27]=[S:28])(=O)C1C=CC=CC=1.S(=O)(=O)(O)O.[OH-].[Na+]. The yield is 0.540. The product is [F:1][C:2]1[C:7]([F:8])=[CH:6][CH:5]=[CH:4][C:3]=1[C@:9]1([CH3:10])[CH:11]=[CH:12][S:28][C:27]([NH2:26])=[N:17]1. (6) The product is [NH2:8][C:9]1[O:17][C:16]2[C:11](=[N:12][CH:13]=[C:14]([CH2:18][CH2:19][CH2:20][O:21][CH3:22])[CH:15]=2)[C:10]=1[C:23]([NH:25][C:26]1[CH:27]=[N:28][CH:29]=[CH:30][C:31]=1[N:32]1[CH2:37][C@H:36]([C:38]([F:41])([F:40])[F:39])[CH2:35][C@H:34]([NH2:42])[CH2:33]1)=[O:24]. The reactants are C(OC([NH:8][C:9]1[O:17][C:16]2[C:11](=[N:12][CH:13]=[C:14]([CH2:18][CH2:19][CH2:20][O:21][CH3:22])[CH:15]=2)[C:10]=1[C:23]([NH:25][C:26]1[CH:27]=[N:28][CH:29]=[CH:30][C:31]=1[N:32]1[CH2:37][C@H:36]([C:38]([F:41])([F:40])[F:39])[CH2:35][C@H:34]([NH:42]C(=O)OC(C)(C)C)[CH2:33]1)=[O:24])=O)(C)(C)C.C(Cl)Cl.C(O)(C(F)(F)F)=O. The yield is 0.340. No catalyst specified. (7) The reactants are [C:1]([O:5][C:6]([NH:8][CH2:9][CH2:10][CH2:11][N:12]([CH3:47])[CH2:13][CH2:14][CH2:15][NH:16][C:17]1[C:29]2[C:28]3[C:23](=[CH:24][C:25]([C:30]([O:32][CH3:33])=[O:31])=[CH:26][CH:27]=3)[NH:22][C:21]=2[N:20]=[C:19]([CH2:34][C:35]2[CH:40]=[CH:39][CH:38]=[C:37]([C:41](=O)[C:42]([F:45])([F:44])[F:43])[CH:36]=2)[N:18]=1)=[O:7])([CH3:4])([CH3:3])[CH3:2].Cl.[NH2:49][OH:50].N1C=CC=CC=1. The catalyst is CO. The product is [C:1]([O:5][C:6]([NH:8][CH2:9][CH2:10][CH2:11][N:12]([CH3:47])[CH2:13][CH2:14][CH2:15][NH:16][C:17]1[C:29]2[C:28]3[C:23](=[CH:24][C:25]([C:30]([O:32][CH3:33])=[O:31])=[CH:26][CH:27]=3)[NH:22][C:21]=2[N:20]=[C:19]([CH2:34][C:35]2[CH:40]=[CH:39][CH:38]=[C:37]([C:41](=[N:49][OH:50])[C:42]([F:43])([F:44])[F:45])[CH:36]=2)[N:18]=1)=[O:7])([CH3:2])([CH3:4])[CH3:3]. The yield is 1.00. (8) The reactants are [Br:1][C:2]1[CH:3]=[N:4][N:5]([CH3:16])[C:6]=1[C:7]1[CH:8]=[C:9]([C:13]([OH:15])=O)[S:10][C:11]=1[Cl:12].[NH2:17][C@@H:18]([CH2:31][C:32]1[CH:37]=[CH:36][C:35]([F:38])=[CH:34][CH:33]=1)[CH2:19][N:20]1[C:28](=[O:29])[C:27]2[C:22](=[CH:23][CH:24]=[CH:25][CH:26]=2)[C:21]1=[O:30].CC(OC(N[C@H](C(O)=O)CC1C=CC=CC=1C(F)(F)F)=O)(C)C.C1CN([P+](Br)(N2CCCC2)N2CCCC2)CC1.F[P-](F)(F)(F)(F)F.CCN(C(C)C)C(C)C. The catalyst is C(Cl)(Cl)Cl. The product is [Br:1][C:2]1[CH:3]=[N:4][N:5]([CH3:16])[C:6]=1[C:7]1[CH:8]=[C:9]([C:13]([NH:17][C@@H:18]([CH2:31][C:32]2[CH:33]=[CH:34][C:35]([F:38])=[CH:36][CH:37]=2)[CH2:19][N:20]2[C:28](=[O:29])[C:27]3[C:22](=[CH:23][CH:24]=[CH:25][CH:26]=3)[C:21]2=[O:30])=[O:15])[S:10][C:11]=1[Cl:12]. The yield is 0.310.